This data is from Catalyst prediction with 721,799 reactions and 888 catalyst types from USPTO. The task is: Predict which catalyst facilitates the given reaction. (1) Reactant: [NH2:1][C:2]1[N:10]=[C:9]([O:11][CH3:12])[CH:8]=[C:7]([O:13][CH3:14])[C:3]=1[C:4]([NH2:6])=[O:5].[OH:15][CH2:16][CH2:17][N:18]([CH2:27][CH2:28][OH:29])[C:19]1[CH:26]=[CH:25][C:22]([CH:23]=O)=[CH:21][CH:20]=1.OS([O-])=O.[Na+].CC1C=CC(S(O)(=O)=O)=CC=1. Product: [OH:15][CH2:16][CH2:17][N:18]([CH2:27][CH2:28][OH:29])[C:19]1[CH:26]=[CH:25][C:22]([C:23]2[NH:6][C:4](=[O:5])[C:3]3[C:7]([O:13][CH3:14])=[CH:8][C:9]([O:11][CH3:12])=[N:10][C:2]=3[N:1]=2)=[CH:21][CH:20]=1. The catalyst class is: 80. (2) Product: [Cl:18][C:17]1[C:16]2[C:11](=[CH:12][C:13]([O:21][CH2:22][CH2:23][CH2:24][N:25]3[CH2:30][CH2:29][CH2:28][CH2:27][CH2:26]3)=[C:14]([O:19][CH3:20])[CH:15]=2)[N:10]=[CH:9][C:8]=1[NH2:7]. Reactant: C(OC(=O)[NH:7][C:8]1[CH:9]=[N:10][C:11]2[C:16]([C:17]=1[Cl:18])=[CH:15][C:14]([O:19][CH3:20])=[C:13]([O:21][CH2:22][CH2:23][CH2:24][N:25]1[CH2:30][CH2:29][CH2:28][CH2:27][CH2:26]1)[CH:12]=2)(C)(C)C.FC(F)(F)C(O)=O.[OH-].[NH4+]. The catalyst class is: 4. (3) Reactant: [OH:1][CH2:2][CH:3]([CH2:5][OH:6])[OH:4].[C:7]([OH:18])(=O)[CH2:8][CH2:9][CH2:10][CH2:11][CH2:12][CH2:13][CH2:14][CH2:15][CH3:16]. Product: [CH2:7]([O:1][CH2:2][CH:3]([CH2:5][OH:6])[OH:4])[CH2:8][CH2:9][CH2:10][CH2:11][CH2:12][CH2:13][CH2:14][CH2:15][CH3:16].[CH3:2][CH2:3][O:18][CH2:7][CH3:8]. The catalyst class is: 45.